This data is from NCI-60 drug combinations with 297,098 pairs across 59 cell lines. The task is: Regression. Given two drug SMILES strings and cell line genomic features, predict the synergy score measuring deviation from expected non-interaction effect. Drug 1: CC12CCC(CC1=CCC3C2CCC4(C3CC=C4C5=CN=CC=C5)C)O. Drug 2: C(=O)(N)NO. Cell line: NCI-H460. Synergy scores: CSS=19.5, Synergy_ZIP=1.61, Synergy_Bliss=5.23, Synergy_Loewe=5.11, Synergy_HSA=5.07.